The task is: Predict the product of the given reaction.. This data is from Forward reaction prediction with 1.9M reactions from USPTO patents (1976-2016). (1) Given the reactants [I:1][C:2]1[CH:3]=[C:4]([CH:12]=[CH:13][CH:14]=1)[CH2:5][C@:6]([CH3:11])([C:8]([OH:10])=[O:9])[NH2:7].S(Cl)(Cl)=O.[CH3:19]O, predict the reaction product. The product is: [I:1][C:2]1[CH:3]=[C:4]([CH:12]=[CH:13][CH:14]=1)[CH2:5][C@:6]([CH3:11])([C:8]([O:10][CH3:19])=[O:9])[NH2:7]. (2) Given the reactants [F:1][C:2]([F:30])([F:29])[C:3]1[CH:4]=[C:5]([NH:9][C:10]([C:12]2[C:16]3[CH:17]=[CH:18][C:19]([O:21]CC4C=CC=CC=4)=[CH:20][C:15]=3[O:14][N:13]=2)=[O:11])[CH:6]=[CH:7][CH:8]=1.CCCCCC, predict the reaction product. The product is: [F:30][C:2]([F:1])([F:29])[C:3]1[CH:4]=[C:5]([NH:9][C:10]([C:12]2[C:16]3[CH:17]=[CH:18][C:19]([OH:21])=[CH:20][C:15]=3[O:14][N:13]=2)=[O:11])[CH:6]=[CH:7][CH:8]=1. (3) Given the reactants [CH3:1][NH2:2].C[O:4][C:5]([C@@H:7]1[O:11][C:10](=[O:12])[N:9]([C:13]2[CH:14]=[C:15]3[C:19](=[CH:20][CH:21]=2)[N:18]([CH:22]2[CH2:24][CH2:23]2)[C:17](=[O:25])[CH2:16]3)[CH2:8]1)=O, predict the reaction product. The product is: [CH3:1][NH:2][C:5]([C@@H:7]1[O:11][C:10](=[O:12])[N:9]([C:13]2[CH:14]=[C:15]3[C:19](=[CH:20][CH:21]=2)[N:18]([CH:22]2[CH2:24][CH2:23]2)[C:17](=[O:25])[CH2:16]3)[CH2:8]1)=[O:4]. (4) Given the reactants [CH:1]1([S:4]([C:7]2[CH:12]=[CH:11][C:10]([NH:13][C:14]([O:16][CH3:17])=[O:15])=[CH:9][C:8]=2[C@H:18]2[CH2:22][CH2:21][CH2:20][N:19]2C(OC(C)(C)C)=O)(=[O:6])=[O:5])[CH2:3][CH2:2]1.[ClH:30].O1CCOCC1, predict the reaction product. The product is: [ClH:30].[CH:1]1([S:4]([C:7]2[CH:12]=[CH:11][C:10]([NH:13][C:14](=[O:15])[O:16][CH3:17])=[CH:9][C:8]=2[C@H:18]2[CH2:22][CH2:21][CH2:20][NH:19]2)(=[O:6])=[O:5])[CH2:2][CH2:3]1. (5) Given the reactants Cl.[NH2:2][C@H:3]1[CH2:8][CH2:7][C@H:6]([NH:9][C:10]([C:12]2[C:16]3=[N:17][CH:18]=[CH:19][C:20]([C:21]4[CH:26]=[CH:25][C:24]([O:27][CH3:28])=[CH:23][C:22]=4[O:29][CH2:30][CH:31]4[CH2:33][CH2:32]4)=[C:15]3[NH:14][C:13]=2[CH3:34])=[O:11])[CH2:5][CH2:4]1.[C:35](Cl)(=[O:37])[CH3:36], predict the reaction product. The product is: [C:35]([NH:2][C@H:3]1[CH2:8][CH2:7][C@H:6]([NH:9][C:10]([C:12]2[C:16]3=[N:17][CH:18]=[CH:19][C:20]([C:21]4[CH:26]=[CH:25][C:24]([O:27][CH3:28])=[CH:23][C:22]=4[O:29][CH2:30][CH:31]4[CH2:32][CH2:33]4)=[C:15]3[NH:14][C:13]=2[CH3:34])=[O:11])[CH2:5][CH2:4]1)(=[O:37])[CH3:36]. (6) Given the reactants [I:1][C:2]1[C:3]([CH3:11])=[C:4]([CH:8]=[CH:9][CH:10]=1)[C:5]([OH:7])=[O:6].S(=O)(=O)(O)O.[CH3:17]O, predict the reaction product. The product is: [I:1][C:2]1[C:3]([CH3:11])=[C:4]([CH:8]=[CH:9][CH:10]=1)[C:5]([O:7][CH3:17])=[O:6]. (7) Given the reactants C[O:2][C:3]([C:5]1[CH:6]=[C:7]2[C:12](=[CH:13][CH:14]=1)[N:11]=[CH:10][C:9]([O:15][C:16]1[C:21]([Cl:22])=[CH:20][C:19]([NH:23][S:24]([C:27]3[CH:32]=[CH:31][C:30]([Cl:33])=[CH:29][C:28]=3[Cl:34])(=[O:26])=[O:25])=[CH:18][C:17]=1[Cl:35])=[CH:8]2)=[O:4].[OH-].[Na+].Cl, predict the reaction product. The product is: [Cl:22][C:21]1[CH:20]=[C:19]([NH:23][S:24]([C:27]2[CH:32]=[CH:31][C:30]([Cl:33])=[CH:29][C:28]=2[Cl:34])(=[O:26])=[O:25])[CH:18]=[C:17]([Cl:35])[C:16]=1[O:15][C:9]1[CH:10]=[N:11][C:12]2[C:7]([CH:8]=1)=[CH:6][C:5]([C:3]([OH:4])=[O:2])=[CH:14][CH:13]=2. (8) Given the reactants [CH3:1][C:2]1[CH:11]=[C:10]([NH:12][CH2:13][CH2:14][NH2:15])[C:9]2[C:4](=[CH:5][CH:6]=[CH:7][CH:8]=2)[N:3]=1.C(N(CC)CC)C.[CH3:23][CH:24]([CH3:31])/[CH:25]=[CH:26]/[S:27](Cl)(=[O:29])=[O:28], predict the reaction product. The product is: [CH3:23][CH:24]([CH3:31])/[CH:25]=[CH:26]/[S:27]([NH:15][CH2:14][CH2:13][NH:12][C:10]1[C:9]2[C:4](=[CH:5][CH:6]=[CH:7][CH:8]=2)[N:3]=[C:2]([CH3:1])[CH:11]=1)(=[O:29])=[O:28]. (9) Given the reactants [NH2:1][C:2]1[C:7](Br)=[N:6][C:5]([Br:9])=[CH:4][N:3]=1.[Cl:10][C:11]1[C:18]([F:19])=[CH:17][CH:16]=[C:15]([F:20])[C:12]=1[CH2:13][NH2:14].C(N(C(C)C)CC)C, predict the reaction product. The product is: [Br:9][C:5]1[N:6]=[C:7]([NH:14][CH2:13][C:12]2[C:15]([F:20])=[CH:16][CH:17]=[C:18]([F:19])[C:11]=2[Cl:10])[C:2]([NH2:1])=[N:3][CH:4]=1. (10) Given the reactants [NH2:1][C:2]1[N:7]=[C:6]([NH:8][C@H:9]([C:11]2[N:12]([C:23]3[CH:28]=[CH:27][CH:26]=[CH:25][CH:24]=3)[C:13](=[O:22])[C:14]3[C:19]([CH:20]=2)=[CH:18][CH:17]=[CH:16][C:15]=3[Cl:21])[CH3:10])[C:5](I)=[CH:4][N:3]=1.[C:30]([Cu])#[N:31], predict the reaction product. The product is: [NH2:1][C:2]1[N:7]=[C:6]([NH:8][C@H:9]([C:11]2[N:12]([C:23]3[CH:28]=[CH:27][CH:26]=[CH:25][CH:24]=3)[C:13](=[O:22])[C:14]3[C:19]([CH:20]=2)=[CH:18][CH:17]=[CH:16][C:15]=3[Cl:21])[CH3:10])[C:5]([C:30]#[N:31])=[CH:4][N:3]=1.